Dataset: Forward reaction prediction with 1.9M reactions from USPTO patents (1976-2016). Task: Predict the product of the given reaction. (1) Given the reactants [CH3:1][C:2]1[CH:7]=[CH:6][CH:5]=[C:4]([S:8]([CH2:11][CH:12](C)C=C)(=[O:10])=[O:9])[CH:3]=1.C([Li])CCC.CI.B.[O:24]1[CH2:28][CH2:27][CH2:26][CH2:25]1.OO, predict the reaction product. The product is: [CH3:25][CH:26]([CH:11]([S:8]([C:4]1[CH:5]=[CH:6][CH:7]=[C:2]([CH3:1])[CH:3]=1)(=[O:9])=[O:10])[CH3:12])[CH2:27][CH2:28][OH:24]. (2) The product is: [CH3:1][C@:2]12[N:18]3[C:19]4[CH:20]=[CH:21][CH:22]=[CH:23][C:24]=4[C:25]4[C:26]5[CH2:31][NH:30][C:28](=[O:29])[C:27]=5[C:15]5=[C:16]([C:17]=43)[N:8]([C:9]3[CH:10]=[CH:11][CH:12]=[CH:13][C:14]=35)[C@H:6]([O:7]1)[CH2:5][C@@H:4]([NH:32][CH3:33])[C@H:3]2[O:34][CH3:35]. Given the reactants [CH3:1][C@:2]12[N:18]3[C:19]4[CH:20]=[CH:21][CH:22]=[CH:23][C:24]=4[C:25]4[C:26]5[CH2:31][NH:30][C:28](=[O:29])[C:27]=5[C:15]5=[C:16]([C:17]=43)[N:8]([C:9]3[CH:10]=[CH:11][CH:12]=[CH:13][C:14]=35)[CH:6]([O:7]1)[CH2:5][C@@H:4]([NH:32][CH3:33])[C@H:3]2[O:34][CH3:35].CCOP(OC1C(Cl)=CC(Cl)=C(Cl)C=1)(CC)=S, predict the reaction product. (3) The product is: [C:19]([NH:23][C:24](=[O:25])[C:26]1[CH:31]=[CH:30][C:29]([S:32]([N:35]2[C:43]3[C:38](=[CH:39][C:40]([O:44][CH2:45][CH3:46])=[CH:41][CH:42]=3)[C:37]([C:48]3[CH:49]=[C:50]([C:6]([NH:8][CH2:9][CH2:10][NH2:11])=[O:7])[CH:54]=[CH:55][C:56]=3[Cl:57])([CH3:47])[C:36]2=[O:58])(=[O:34])=[O:33])=[C:28]([O:59][CH3:60])[CH:27]=1)([CH3:20])([CH3:21])[CH3:22]. Given the reactants C(O[C:6]([NH:8][CH2:9][CH2:10][NH2:11])=[O:7])(C)(C)C.C(N(CC)CC)C.[C:19]([NH:23][C:24]([C:26]1[CH:31]=[CH:30][C:29]([S:32]([N:35]2[C:43]3[C:38](=[CH:39][C:40]([O:44][CH2:45][CH3:46])=[CH:41][CH:42]=3)[C:37]([C:48]3[CH:49]=[C:50]([CH:54]=[CH:55][C:56]=3[Cl:57])C(O)=O)([CH3:47])[C:36]2=[O:58])(=[O:34])=[O:33])=[C:28]([O:59][CH3:60])[CH:27]=1)=[O:25])([CH3:22])([CH3:21])[CH3:20].O, predict the reaction product. (4) Given the reactants [BH4-].[Na+].[CH3:3][O:4][C:5]1[CH:6]=[C:7]([CH:11]=[CH:12][C:13]=1[N+:14]([O-:16])=[O:15])[C:8](O)=[O:9].B(F)(F)F.CCOCC, predict the reaction product. The product is: [CH3:3][O:4][C:5]1[CH:6]=[C:7]([CH2:8][OH:9])[CH:11]=[CH:12][C:13]=1[N+:14]([O-:16])=[O:15]. (5) Given the reactants FC(F)(F)C(O)=O.[F:8][C:9]1[C:14]([F:15])=[CH:13][CH:12]=[CH:11][C:10]=1[C@H:16]1[CH2:22][N:21]([CH2:23][CH2:24][S:25][CH3:26])[C:20](=[O:27])[C@H:19]([NH:28]C(=O)OC(C)(C)C)[CH2:18][CH2:17]1, predict the reaction product. The product is: [NH2:28][C@@H:19]1[CH2:18][CH2:17][C@@H:16]([C:10]2[CH:11]=[CH:12][CH:13]=[C:14]([F:15])[C:9]=2[F:8])[CH2:22][N:21]([CH2:23][CH2:24][S:25][CH3:26])[C:20]1=[O:27]. (6) Given the reactants [CH3:1][O:2][C:3]1[CH:8]=[CH:7][C:6]([CH2:9][CH2:10][NH2:11])=[CH:5][CH:4]=1.[C:12]([N:15]1[C:24]2[C:19](=[CH:20][C:21]([C:25](O)=[O:26])=[CH:22][CH:23]=2)[C:18]([C:29]2[CH:34]=[CH:33][CH:32]=[CH:31][CH:30]=2)([CH3:28])[CH2:17][C:16]1([CH3:36])[CH3:35])(=[O:14])[CH3:13].CN(C(ON1N=NC2C=CC=NC1=2)=[N+](C)C)C.F[P-](F)(F)(F)(F)F.C(N(CC)C(C)C)(C)C, predict the reaction product. The product is: [C:12]([N:15]1[C:24]2[C:19](=[CH:20][C:21]([C:25]([NH:11][CH2:10][CH2:9][C:6]3[CH:7]=[CH:8][C:3]([O:2][CH3:1])=[CH:4][CH:5]=3)=[O:26])=[CH:22][CH:23]=2)[C:18]([C:29]2[CH:34]=[CH:33][CH:32]=[CH:31][CH:30]=2)([CH3:28])[CH2:17][C:16]1([CH3:36])[CH3:35])(=[O:14])[CH3:13]. (7) The product is: [F:20][C:12]1[CH:13]=[C:14]([N+:17]([O-:19])=[O:18])[CH:15]=[CH:16][C:11]=1[NH:9][CH2:8][CH2:7][N:4]1[CH2:5][CH2:6][O:1][CH2:2][CH2:3]1. Given the reactants [O:1]1[CH2:6][CH2:5][N:4]([CH2:7][CH2:8][NH2:9])[CH2:3][CH2:2]1.F[C:11]1[CH:16]=[CH:15][C:14]([N+:17]([O-:19])=[O:18])=[CH:13][C:12]=1[F:20].CCN(CC)CC, predict the reaction product.